This data is from Retrosynthesis with 50K atom-mapped reactions and 10 reaction types from USPTO. The task is: Predict the reactants needed to synthesize the given product. (1) Given the product CC(CC(=O)O)C(=O)N1C(c2ccccc2O)SC[C@H]1C(=O)O, predict the reactants needed to synthesize it. The reactants are: COC(=O)CC(C)C(=O)N1C(c2ccccc2O)SC[C@H]1C(=O)O. (2) The reactants are: CCOC(=O)C1CCCC(=O)C1.NNc1ccc(Br)cc1C(=O)O. Given the product CCOC(=O)C1CCc2c([nH]c3c(C(=O)O)cc(Br)cc23)C1, predict the reactants needed to synthesize it. (3) Given the product Nc1cc([N+](=O)[O-])c(-n2ccnc2)cc1F, predict the reactants needed to synthesize it. The reactants are: Nc1cc([N+](=O)[O-])c(F)cc1F.c1c[nH]cn1. (4) Given the product CC(C)(C)OC(=O)N1CCN(c2ncccc2C=O)CC1, predict the reactants needed to synthesize it. The reactants are: CC(C)(C)OC(=O)N1CCNCC1.O=Cc1cccnc1Br. (5) Given the product Cc1ccc(-c2cc(CCN)nc(Cc3ccccc3)n2)cc1, predict the reactants needed to synthesize it. The reactants are: Cc1ccc(-c2cc(CCN=[N+]=[N-])nc(Cc3ccccc3)n2)cc1.